Dataset: Catalyst prediction with 721,799 reactions and 888 catalyst types from USPTO. Task: Predict which catalyst facilitates the given reaction. (1) Reactant: C[O:2][C:3]1[N:4]=[N:5][C:6]([S:9]([C:12]2[O:13][C:14]3[CH:21]=[CH:20][C:19](Cl)=[CH:18][C:15]=3[C:16]=2[CH3:17])(=[O:11])=[O:10])=[CH:7][CH:8]=1.Cl. Product: [CH3:17][C:16]1[C:15]2[CH:18]=[CH:19][CH:20]=[CH:21][C:14]=2[O:13][C:12]=1[S:9]([C:6]1[CH:7]=[CH:8][C:3](=[O:2])[NH:4][N:5]=1)(=[O:11])=[O:10]. The catalyst class is: 12. (2) Reactant: C(OC([NH:11][C@H:12]([C:38]([O:40][C:41]([CH3:44])([CH3:43])[CH3:42])=[O:39])[CH2:13][C:14]1[CH:15]=[N:16][C:17]([O:20][CH2:21][CH2:22][C:23]2[CH:28]=[CH:27][CH:26]=[C:25]([N:29]([C:31]([O:33][C:34]([CH3:37])([CH3:36])[CH3:35])=[O:32])[CH3:30])[N:24]=2)=[CH:18][CH:19]=1)=O)C1C=CC=CC=1. Product: [C:34]([O:33][C:31]([N:29]([CH3:30])[C:25]1[N:24]=[C:23]([CH2:22][CH2:21][O:20][C:17]2[N:16]=[CH:15][C:14]([CH2:13][C@@H:12]([C:38]([O:40][C:41]([CH3:44])([CH3:43])[CH3:42])=[O:39])[NH2:11])=[CH:19][CH:18]=2)[CH:28]=[CH:27][CH:26]=1)=[O:32])([CH3:36])([CH3:35])[CH3:37]. The catalyst class is: 29. (3) The catalyst class is: 21. Reactant: [OH:1][C:2]1[C:3]([C:13]([O:15][CH3:16])=[O:14])=[CH:4][C:5]2[C:10]([CH:11]=1)=[CH:9][CH:8]=[C:7]([OH:12])[CH:6]=2.[CH2:17](Cl)[C:18]1[CH:23]=[CH:22][CH:21]=[CH:20][CH:19]=1.[I-].[K+].C(=O)([O-])[O-].[K+].[K+]. Product: [CH3:16][O:15][C:13]([C:3]1[C:2]([OH:1])=[CH:11][C:10]2[C:5](=[CH:6][C:7]([O:12][CH2:17][C:18]3[CH:23]=[CH:22][CH:21]=[CH:20][CH:19]=3)=[CH:8][CH:9]=2)[CH:4]=1)=[O:14]. (4) Reactant: [Cl:1][C:2]1[N:7]=[C:6]([O:8][CH3:9])[C:5]([CH:10]2[CH2:15][CH2:14][CH2:13][N:12]([C@H:16]([C:18]3[CH:23]=[CH:22][CH:21]=[CH:20][CH:19]=3)[CH3:17])[C:11]2=[O:24])=[CH:4][CH:3]=1.IC.[CH3:27]C([O-])(C)C.[K+]. Product: [Cl:1][C:2]1[N:7]=[C:6]([O:8][CH3:9])[C:5]([C@@:10]2([CH3:27])[CH2:15][CH2:14][CH2:13][N:12]([C@H:16]([C:18]3[CH:19]=[CH:20][CH:21]=[CH:22][CH:23]=3)[CH3:17])[C:11]2=[O:24])=[CH:4][CH:3]=1. The catalyst class is: 1. (5) Reactant: [C:1]([O:4][C@@H:5]1[C@@H:10]([CH2:11][O:12][C:13](=[O:15])[CH3:14])[O:9][C@H:8]([C:16]2[CH:17]=[C:18]([CH:23]=[CH:24][CH:25]=2)[C:19]([O:21]C)=[O:20])[C@@H:7]([OH:26])[C@H:6]1[OH:27])(=[O:3])[CH3:2].CO[Na].[OH-].[Na+]. Product: [C:1]([O:4][C@@H:5]1[C@@H:10]([CH2:11][O:12][C:13](=[O:15])[CH3:14])[O:9][C@H:8]([C:16]2[CH:17]=[C:18]([CH:23]=[CH:24][CH:25]=2)[C:19]([OH:21])=[O:20])[C@@H:7]([OH:26])[C@H:6]1[OH:27])(=[O:3])[CH3:2]. The catalyst class is: 5. (6) Reactant: [CH2:1]([O:8][C:9]1[CH:17]=[C:16]2[C:12]([C:13]([C:18]3[N:26]([S:27]([C:30]4[CH:35]=[CH:34][C:33]([CH3:36])=[CH:32][CH:31]=4)(=[O:29])=[O:28])[C:21]4=[N:22][CH:23]=[CH:24][CH:25]=[C:20]4[CH:19]=3)=[CH:14][NH:15]2)=[CH:11][C:10]=1[O:37][CH3:38])[C:2]1[CH:7]=[CH:6][CH:5]=[CH:4][CH:3]=1.[H-].[Na+].[CH3:41]I.O. Product: [CH2:1]([O:8][C:9]1[CH:17]=[C:16]2[C:12]([C:13]([C:18]3[N:26]([S:27]([C:30]4[CH:31]=[CH:32][C:33]([CH3:36])=[CH:34][CH:35]=4)(=[O:29])=[O:28])[C:21]4=[N:22][CH:23]=[CH:24][CH:25]=[C:20]4[CH:19]=3)=[CH:14][N:15]2[CH3:41])=[CH:11][C:10]=1[O:37][CH3:38])[C:2]1[CH:7]=[CH:6][CH:5]=[CH:4][CH:3]=1. The catalyst class is: 9. (7) Reactant: O[C:2]1[C:11]2[C:6](=[N:7][CH:8]=[CH:9][CH:10]=2)[N:5]([C:12]2[CH:17]=[CH:16][CH:15]=[CH:14][CH:13]=2)[C:4](=[O:18])[C:3]=1[C:19](=O)[CH2:20][C:21]1[CH:22]=[N:23][CH:24]=[CH:25][CH:26]=1.O.[NH2:29][NH2:30]. Product: [C:12]1([N:5]2[C:6]3[N:7]=[CH:8][CH:9]=[CH:10][C:11]=3[C:2]3[NH:29][N:30]=[C:19]([CH2:20][C:21]4[CH:22]=[N:23][CH:24]=[CH:25][CH:26]=4)[C:3]=3[C:4]2=[O:18])[CH:17]=[CH:16][CH:15]=[CH:14][CH:13]=1. The catalyst class is: 8.